Dataset: Peptide-MHC class II binding affinity with 134,281 pairs from IEDB. Task: Regression. Given a peptide amino acid sequence and an MHC pseudo amino acid sequence, predict their binding affinity value. This is MHC class II binding data. (1) The peptide sequence is NPRQAYANYRDIDLG. The MHC is HLA-DPA10201-DPB11401 with pseudo-sequence HLA-DPA10201-DPB11401. The binding affinity (normalized) is 0. (2) The peptide sequence is SLSELTDALRTLGST. The binding affinity (normalized) is 0.230. The MHC is HLA-DPA10201-DPB11401 with pseudo-sequence HLA-DPA10201-DPB11401. (3) The peptide sequence is GRVTLVLLAVVPVAL. The MHC is HLA-DPA10103-DPB10401 with pseudo-sequence HLA-DPA10103-DPB10401. The binding affinity (normalized) is 0.385. (4) The peptide sequence is PFPQPQLPY. The binding affinity (normalized) is 0. The MHC is HLA-DQA10301-DQB10302 with pseudo-sequence HLA-DQA10301-DQB10302. (5) The peptide sequence is SQNRKDIKLIDVEMT. The binding affinity (normalized) is 0.587. The MHC is H-2-IAd with pseudo-sequence H-2-IAd. (6) The MHC is HLA-DQA10501-DQB10301 with pseudo-sequence HLA-DQA10501-DQB10301. The binding affinity (normalized) is 0.410. The peptide sequence is AEDVIPEGWKADTSY. (7) The MHC is HLA-DQA10501-DQB10201 with pseudo-sequence HLA-DQA10501-DQB10201. The peptide sequence is AFILDGNNLFPKV. The binding affinity (normalized) is 0.369. (8) The peptide sequence is ISGSSARYDVALSEQ. The MHC is DRB1_0801 with pseudo-sequence DRB1_0801. The binding affinity (normalized) is 0.